Dataset: Forward reaction prediction with 1.9M reactions from USPTO patents (1976-2016). Task: Predict the product of the given reaction. (1) Given the reactants C(OC([N:8]1[CH2:13][CH2:12][CH2:11][C@@H:10]([NH:14][C:15]2[N:20]=[C:19]([C:21]3[N:25]4[CH:26]=[C:27]([F:30])[CH:28]=[CH:29][C:24]4=[N:23][CH:22]=3)[N:18]=[C:17]([N:31]3[CH2:36][CH2:35][N:34]([C:37]([O:39][CH2:40][C:41]4[CH:46]=[CH:45][CH:44]=[CH:43][CH:42]=4)=[O:38])[CH2:33][CH2:32]3)[CH:16]=2)[CH2:9]1)=O)(C)(C)C.FC(F)(F)C(O)=O, predict the reaction product. The product is: [F:30][C:27]1[CH:28]=[CH:29][C:24]2[N:25]([C:21]([C:19]3[N:18]=[C:17]([N:31]4[CH2:32][CH2:33][N:34]([C:37]([O:39][CH2:40][C:41]5[CH:46]=[CH:45][CH:44]=[CH:43][CH:42]=5)=[O:38])[CH2:35][CH2:36]4)[CH:16]=[C:15]([NH:14][C@@H:10]4[CH2:11][CH2:12][CH2:13][NH:8][CH2:9]4)[N:20]=3)=[CH:22][N:23]=2)[CH:26]=1. (2) The product is: [OH:21][CH2:20][CH2:19][O:22][C:2]1[N:3]=[C:4]([OH:18])[C:5]2[CH:11]=[CH:10][N:9]=[C:8]([C:12]3[N:13]=[CH:14][N:15]([CH3:17])[CH:16]=3)[C:6]=2[N:7]=1. Given the reactants Cl[C:2]1[N:3]=[C:4]([OH:18])[C:5]2[CH:11]=[CH:10][N:9]=[C:8]([C:12]3[N:13]=[CH:14][N:15]([CH3:17])[CH:16]=3)[C:6]=2[N:7]=1.[CH2:19]([OH:22])[CH2:20][OH:21], predict the reaction product.